This data is from Catalyst prediction with 721,799 reactions and 888 catalyst types from USPTO. The task is: Predict which catalyst facilitates the given reaction. (1) Reactant: [H-].[Al+3].[Li+].[H-].[H-].[H-].[N:7]1([C:13]2[N:18]=[CH:17][C:16]([NH:19][C:20]([CH:22]3[CH2:27][CH2:26][N:25]([C:28]([C:30]4[CH:35]=[CH:34][C:33]([C:36]([F:39])([F:38])[F:37])=[CH:32][CH:31]=4)=O)[CH2:24][CH2:23]3)=O)=[CH:15][CH:14]=2)[CH2:12][CH2:11][O:10][CH2:9][CH2:8]1. Product: [N:7]1([C:13]2[N:18]=[CH:17][C:16]([NH:19][CH2:20][CH:22]3[CH2:27][CH2:26][N:25]([CH2:28][C:30]4[CH:31]=[CH:32][C:33]([C:36]([F:39])([F:38])[F:37])=[CH:34][CH:35]=4)[CH2:24][CH2:23]3)=[CH:15][CH:14]=2)[CH2:12][CH2:11][O:10][CH2:9][CH2:8]1. The catalyst class is: 1. (2) Reactant: CN(C1C=CC=CN=1)C.[CH3:10][C:11]([O:14][C:15]([N:17]1[CH2:21][CH2:20][CH2:19][C@H:18]1[C:22]([OH:24])=O)=[O:16])([CH3:13])[CH3:12].Cl.CN(C)CCCN=C=NCC.Cl.[CH3:38][NH:39][O:40][CH3:41].C(OC(=O)C)C.CCCC(C)C. Product: [CH3:41][O:40][N:39]([CH3:38])[C:22]([C@@H:18]1[CH2:19][CH2:20][CH2:21][N:17]1[C:15]([O:14][C:11]([CH3:10])([CH3:12])[CH3:13])=[O:16])=[O:24]. The catalyst class is: 46.